This data is from Catalyst prediction with 721,799 reactions and 888 catalyst types from USPTO. The task is: Predict which catalyst facilitates the given reaction. (1) Reactant: [Cl:1][C:2]1[CH:3]=[C:4]([CH:9]([NH:11][C:12]2[CH:17]=[C:16]([N:18]3[CH2:23][CH2:22][NH:21][CH2:20][CH2:19]3)[CH:15]=[CH:14][C:13]=2[N+:24]([O-:26])=[O:25])[CH3:10])[CH:5]=[C:6]([Cl:8])[CH:7]=1.Cl. Product: [ClH:1].[Cl:1][C:2]1[CH:3]=[C:4]([CH:9]([NH:11][C:12]2[CH:17]=[C:16]([N:18]3[CH2:23][CH2:22][NH:21][CH2:20][CH2:19]3)[CH:15]=[CH:14][C:13]=2[N+:24]([O-:26])=[O:25])[CH3:10])[CH:5]=[C:6]([Cl:8])[CH:7]=1. The catalyst class is: 268. (2) Reactant: [Cl:1][C:2]1[CH:9]=[CH:8][CH:7]=[CH:6][C:3]=1[CH2:4][NH2:5].Cl[C:11]([O:13][CH2:14][CH3:15])=[O:12].Cl. Product: [Cl:1][C:2]1[CH:9]=[CH:8][CH:7]=[CH:6][C:3]=1[CH2:4][NH:5][C:11](=[O:12])[O:13][CH2:14][CH3:15]. The catalyst class is: 17.